Predict the product of the given reaction. From a dataset of Forward reaction prediction with 1.9M reactions from USPTO patents (1976-2016). (1) The product is: [CH3:20][CH:10]([N:9]1[C:1](=[O:8])[CH:2]=[CH:4][C:5]1=[O:7])[CH2:11][CH2:12][Si:13]([O:18][CH3:19])([O:14][CH3:15])[O:16][CH3:17]. Given the reactants [C:1]1(=[O:8])[O:7][C:5](=O)[CH:4]=[C:2]1C.[NH2:9][CH2:10][CH2:11][CH2:12][Si:13]([O:18][CH3:19])([O:16][CH3:17])[O:14][CH3:15].[CH2:20](N(CC)CC)C.CS(O)(=O)=O, predict the reaction product. (2) Given the reactants C(O[C:4]1([C:15]([F:18])([F:17])[F:16])[CH:6]([CH2:7][CH2:8][C:9]2[CH:14]=[CH:13][CH:12]=[CH:11][CH:10]=2)[O:5]1)C.[O:19]1[CH2:24][CH2:23][NH:22][C:21]2[CH:25]=[CH:26][CH:27]=[CH:28][C:20]1=2, predict the reaction product. The product is: [CH2:7]([CH:6]1[C:4]([C:15]([F:16])([F:17])[F:18])([OH:5])[C:25]2[C:21]3=[C:20]([O:19][CH2:24][CH2:23][N:22]13)[CH:28]=[CH:27][CH:26]=2)[CH2:8][C:9]1[CH:10]=[CH:11][CH:12]=[CH:13][CH:14]=1. (3) Given the reactants [CH2:1]([O:8][C:9]1[C:14](=[O:15])[N:13]([CH3:16])[C:12]([N:17]2[CH2:22][CH2:21][CH2:20][CH2:19][S:18]2(=[O:24])=[O:23])=[N:11][C:10]=1[C:25]([OH:27])=O)[C:2]1[CH:7]=[CH:6][CH:5]=[CH:4][CH:3]=1.[Cl-].ClC=[N+](C)C.[F:34][C:35]1[CH:41]=[CH:40][C:38]([NH2:39])=[CH:37][CH:36]=1.N1C=CC=CC=1, predict the reaction product. The product is: [F:34][C:35]1[CH:41]=[CH:40][C:38]([NH:39][C:25]([C:10]2[N:11]=[C:12]([N:17]3[CH2:22][CH2:21][CH2:20][CH2:19][S:18]3(=[O:24])=[O:23])[N:13]([CH3:16])[C:14](=[O:15])[C:9]=2[O:8][CH2:1][C:2]2[CH:3]=[CH:4][CH:5]=[CH:6][CH:7]=2)=[O:27])=[CH:37][CH:36]=1. (4) Given the reactants Cl.Cl.[CH3:3][O:4][C:5]1[CH:6]=[C:7]([C:11]2([C:23]#[N:24])[CH2:16][CH2:15][N:14]([CH:17]3[CH2:22][CH2:21][NH:20][CH2:19][CH2:18]3)[CH2:13][CH2:12]2)[CH:8]=[CH:9][CH:10]=1.C(N(CC)CC)C.[CH3:32][S:33](Cl)(=[O:35])=[O:34].O, predict the reaction product. The product is: [CH3:3][O:4][C:5]1[CH:6]=[C:7]([C:11]2([C:23]#[N:24])[CH2:12][CH2:13][N:14]([CH:17]3[CH2:22][CH2:21][N:20]([S:33]([CH3:32])(=[O:35])=[O:34])[CH2:19][CH2:18]3)[CH2:15][CH2:16]2)[CH:8]=[CH:9][CH:10]=1. (5) The product is: [Cl:36][C:17]1[CH:16]=[C:15]([C:4]2[N:3]([N:2]([CH3:8])[CH3:1])[CH:7]=[CH:6][CH:5]=2)[S:19][C:18]=1[C:20]1[N:24]2[N:25]=[C:26]([CH3:34])[CH:27]=[C:28]([CH:29]([CH2:30][CH3:31])[CH2:32][CH3:33])[C:23]2=[N:22][C:21]=1[CH3:35]. Given the reactants [CH3:1][N:2]([CH3:8])[N:3]1[CH:7]=[CH:6][CH:5]=[CH:4]1.[Li]CCCC.Br[C:15]1[S:19][C:18]([C:20]2[N:24]3[N:25]=[C:26]([CH3:34])[CH:27]=[C:28]([CH:29]([CH2:32][CH3:33])[CH2:30][CH3:31])[C:23]3=[N:22][C:21]=2[CH3:35])=[C:17]([Cl:36])[CH:16]=1, predict the reaction product.